Dataset: Forward reaction prediction with 1.9M reactions from USPTO patents (1976-2016). Task: Predict the product of the given reaction. (1) Given the reactants [NH2:1][C:2]1[CH:7]=[CH:6][C:5]([CH:8]2[CH2:13][C:12](=[O:14])[NH:11][C:10](=[O:15])[CH2:9]2)=[CH:4][C:3]=1[C:16]1[CH2:21][CH2:20][C:19]([CH3:23])([CH3:22])[CH2:18][CH:17]=1.C1CN([P+](Br)(N2CCCC2)N2CCCC2)CC1.F[P-](F)(F)(F)(F)F.[K+].[C:49]([C:51]1[N:52]=[C:53]([C:64]([O-])=[O:65])[N:54]([CH2:56][O:57][CH2:58][CH2:59][Si:60]([CH3:63])([CH3:62])[CH3:61])[CH:55]=1)#[N:50].CCN(C(C)C)C(C)C, predict the reaction product. The product is: [CH3:22][C:19]1([CH3:23])[CH2:20][CH2:21][C:16]([C:3]2[CH:4]=[C:5]([CH:8]3[CH2:9][C:10](=[O:15])[NH:11][C:12](=[O:14])[CH2:13]3)[CH:6]=[CH:7][C:2]=2[NH:1][C:64]([C:53]2[N:54]([CH2:56][O:57][CH2:58][CH2:59][Si:60]([CH3:63])([CH3:62])[CH3:61])[CH:55]=[C:51]([C:49]#[N:50])[N:52]=2)=[O:65])=[CH:17][CH2:18]1. (2) The product is: [OH:8][CH2:9][CH:10]([CH:26]([CH3:28])[CH3:27])[CH2:11][CH:12]1[CH2:16][O:15][C:14]([CH3:18])([CH3:17])[N:13]1[C:19]([O:21][C:22]([CH3:25])([CH3:24])[CH3:23])=[O:20]. Given the reactants C([O:8][CH2:9][CH:10]([CH:26]([CH3:28])[CH3:27])[CH2:11][CH:12]1[CH2:16][O:15][C:14]([CH3:18])([CH3:17])[N:13]1[C:19]([O:21][C:22]([CH3:25])([CH3:24])[CH3:23])=[O:20])C1C=CC=CC=1, predict the reaction product.